Dataset: Full USPTO retrosynthesis dataset with 1.9M reactions from patents (1976-2016). Task: Predict the reactants needed to synthesize the given product. Given the product [CH3:17][C:3]1[C:2]([NH:1][CH2:24][C:23]2[CH:22]=[CH:21][C:20]([C:19]([F:18])([F:28])[F:29])=[CH:27][CH:26]=2)=[CH:7][CH:6]=[C:5]([CH3:8])[C:4]=1[NH:9][C:10](=[O:16])[CH2:11][C:12]([CH3:13])([CH3:14])[CH3:15], predict the reactants needed to synthesize it. The reactants are: [NH2:1][C:2]1[C:3]([CH3:17])=[C:4]([NH:9][C:10](=[O:16])[CH2:11][C:12]([CH3:15])([CH3:14])[CH3:13])[C:5]([CH3:8])=[CH:6][CH:7]=1.[F:18][C:19]([F:29])([F:28])[C:20]1[CH:27]=[CH:26][C:23]([CH:24]=O)=[CH:22][CH:21]=1.[BH4-].[Na+].CO.